From a dataset of Reaction yield outcomes from USPTO patents with 853,638 reactions. Predict the reaction yield, written as a fraction of the theoretical maximum amount of product (1.0 means a 100% yield; for example, 0.34 means a 34% yield). (1) The reactants are O[CH:2]=[C:3]1[C:11]2[C:6](=[CH:7][C:8]([C:12]([C:14]3[CH:15]=[C:16]([NH:20][C:21]([C:23]4[S:24][CH:25]=[CH:26][CH:27]=4)=[O:22])[CH:17]=[CH:18][CH:19]=3)=[O:13])=[CH:9][CH:10]=2)[NH:5][C:4]1=[O:28].[NH2:29][C:30]1[CH:31]=[CH:32][C:33]([O:37][CH3:38])=[C:34]([OH:36])[CH:35]=1. The catalyst is C1COCC1. The product is [OH:36][C:34]1[CH:35]=[C:30]([NH:29][CH:2]=[C:3]2[C:11]3[C:6](=[CH:7][C:8]([C:12]([C:14]4[CH:15]=[C:16]([NH:20][C:21]([C:23]5[S:24][CH:25]=[CH:26][CH:27]=5)=[O:22])[CH:17]=[CH:18][CH:19]=4)=[O:13])=[CH:9][CH:10]=3)[NH:5][C:4]2=[O:28])[CH:31]=[CH:32][C:33]=1[O:37][CH3:38]. The yield is 0.750. (2) The reactants are [C:1]([O:5][C:6]([C:8]1[CH:13]=[CH:12][C:11]([C:14]2[C:15]([C:29]([O:31][CH2:32][CH3:33])=[O:30])=[N:16][N:17]([C:23]3[CH:28]=[CH:27][CH:26]=[CH:25][CH:24]=3)[C:18]=2[CH2:19][CH2:20][CH2:21][CH3:22])=[C:10]([C:34]([N:36]2[CH2:45][CH2:44][C:43]3[C:38](=[CH:39][CH:40]=[CH:41][CH:42]=3)[CH2:37]2)=[O:35])[CH:9]=1)=[O:7])([CH3:4])([CH3:3])[CH3:2].C1(N/N=C/C(OCC)=O)C=CC=CC=1.[Si:60]([O:67][CH2:68][C@@H]1CC2C(=CC=CC=2)CN1C(C1C=C(C=CC=1C=C([N+]([O-])=O)CCCC)C(OC(C)(C)C)=O)=O)([C:63]([CH3:66])([CH3:65])[CH3:64])([CH3:62])[CH3:61]. No catalyst specified. The product is [C:1]([O:5][C:6]([C:8]1[CH:13]=[CH:12][C:11]([C:14]2[C:15]([C:29]([O:31][CH2:32][CH3:33])=[O:30])=[N:16][N:17]([C:23]3[CH:28]=[CH:27][CH:26]=[CH:25][CH:24]=3)[C:18]=2[CH2:19][CH2:20][CH2:21][CH3:22])=[C:10]([C:34]([N:36]2[C@H:45]([CH2:68][O:67][Si:60]([C:63]([CH3:66])([CH3:65])[CH3:64])([CH3:62])[CH3:61])[CH2:44][C:43]3[C:38](=[CH:39][CH:40]=[CH:41][CH:42]=3)[CH2:37]2)=[O:35])[CH:9]=1)=[O:7])([CH3:3])([CH3:4])[CH3:2]. The yield is 0.650. (3) The reactants are [N+:1]([C:4]1[CH:9]=[CH:8][C:7]([CH2:10][OH:11])=[CH:6][CH:5]=1)([O-:3])=[O:2].[C:12](=O)([O-])[O-].[K+].[K+].IC. The catalyst is C(#N)C. The product is [CH3:12][O:11][CH2:10][C:7]1[CH:6]=[CH:5][C:4]([N+:1]([O-:3])=[O:2])=[CH:9][CH:8]=1. The yield is 0.310. (4) The reactants are [CH2:1]([N:3]1[C:12]2[C:7](=[CH:8][C:9]([O:24][CH2:25][C:26]3[CH:31]=[CH:30][C:29]([O:32][CH3:33])=[CH:28][CH:27]=3)=[C:10]([O:14][CH2:15][C:16]3[CH:21]=[CH:20][C:19]([O:22][CH3:23])=[CH:18][CH:17]=3)[C:11]=2[F:13])[C:6](=[O:34])[C:5]([CH:35]=O)=[CH:4]1)[CH3:2].[NH:37]1[CH2:41][CH2:40][CH2:39][CH2:38]1.C(O[BH-](OC(=O)C)OC(=O)C)(=O)C.[Na+].CC(O)=O. The catalyst is ClCCCl.C(Cl)Cl. The product is [CH2:1]([N:3]1[C:12]2[C:7](=[CH:8][C:9]([O:24][CH2:25][C:26]3[CH:27]=[CH:28][C:29]([O:32][CH3:33])=[CH:30][CH:31]=3)=[C:10]([O:14][CH2:15][C:16]3[CH:17]=[CH:18][C:19]([O:22][CH3:23])=[CH:20][CH:21]=3)[C:11]=2[F:13])[C:6](=[O:34])[C:5]([CH2:35][N:37]2[CH2:41][CH2:40][CH2:39][CH2:38]2)=[CH:4]1)[CH3:2]. The yield is 0.595. (5) The reactants are CCN(C(C)C)C(C)C.[F:10][C:11]([F:28])([F:27])[O:12][C:13]1[CH:14]=[CH:15][CH:16]=[C:17]2[C:22]=1[O:21][C:20](=[O:23])[C:19]([C:24]([OH:26])=O)=[CH:18]2.CN(C(ON1N=NC2C=CC=NC1=2)=[N+](C)C)C.F[P-](F)(F)(F)(F)F.[N:53]1[C:62]2[C:57](=[CH:58][CH:59]=[CH:60][CH:61]=2)[CH:56]=[C:55]([C:63]2[CH:64]=[C:65]([NH2:69])[CH:66]=[CH:67][CH:68]=2)[CH:54]=1. The catalyst is CN(C=O)C. The product is [N:53]1[C:62]2[C:57](=[CH:58][CH:59]=[CH:60][CH:61]=2)[CH:56]=[C:55]([C:63]2[CH:64]=[C:65]([NH:69][C:24]([C:19]3[C:20](=[O:23])[O:21][C:22]4[C:17]([CH:18]=3)=[CH:16][CH:15]=[CH:14][C:13]=4[O:12][C:11]([F:10])([F:28])[F:27])=[O:26])[CH:66]=[CH:67][CH:68]=2)[CH:54]=1. The yield is 0.680. (6) The reactants are Cl[C:2]1[CH:7]2[CH2:8][CH:4]([CH2:5][CH2:6]2)[C:3]=1/[CH:9]=[CH:10]/[C:11]([O:13][CH2:14][CH3:15])=[O:12].[N-:16]=[N+]=[N-].[Na+].O. The catalyst is CS(C)=O. The product is [CH:7]12[CH2:8][CH:4]([CH2:5][CH2:6]1)[C:3]1[CH:9]=[C:10]([C:11]([O:13][CH2:14][CH3:15])=[O:12])[NH:16][C:2]2=1. The yield is 0.600. (7) The product is [CH3:1][O:2][C:3]1[CH:11]=[C:10]2[C:6]([C:7]([C:18]#[N:17])=[C:8]([CH3:12])[NH:9]2)=[CH:5][CH:4]=1. The reactants are [CH3:1][O:2][C:3]1[CH:11]=[C:10]2[C:6]([CH:7]=[C:8]([CH3:12])[NH:9]2)=[CH:5][CH:4]=1.ClS([N:17]=[C:18]=O)(=O)=O.C([O-])(O)=O.[Na+]. The yield is 0.810. The catalyst is C(#N)C.CN(C=O)C.